This data is from Tyrosyl-DNA phosphodiesterase HTS with 341,365 compounds. The task is: Binary Classification. Given a drug SMILES string, predict its activity (active/inactive) in a high-throughput screening assay against a specified biological target. (1) The molecule is S(=O)(=O)(N1CCCCC1)c1ccc(cc1)C(=O)NCCc1ccc(S(=O)(=O)N)cc1. The result is 0 (inactive). (2) The drug is Fc1c(/C=C(\c2[nH]c3c(n2)ccc(c3)C)C#N)cccc1. The result is 0 (inactive). (3) The drug is O(c1ccc(cc1)C(=O)/C(=N\Nc1ccc(cc1)C)/C=N\OC)C. The result is 0 (inactive).